Dataset: Forward reaction prediction with 1.9M reactions from USPTO patents (1976-2016). Task: Predict the product of the given reaction. (1) Given the reactants [O:1]1[CH2:5][CH2:4][O:3][CH:2]1[C:6]1[CH:22]=[CH:21][C:9]([O:10][Si](C(C)C)(C(C)C)C(C)C)=[C:8]([F:23])[CH:7]=1.[F-].C([N+](CCCC)(CCCC)CCCC)CCC.CCCCCCC.C(OCC)(=O)C, predict the reaction product. The product is: [O:1]1[CH2:5][CH2:4][O:3][CH:2]1[C:6]1[CH:22]=[CH:21][C:9]([OH:10])=[C:8]([F:23])[CH:7]=1. (2) The product is: [ClH:36].[Cl:36][C:31]1[C:30]([CH3:37])=[N:29][C:28]2[N:33]([N:34]=[C:26]3[CH2:25][N:24]([C:22]([C:17]4[CH:18]=[CH:19][CH:20]=[CH:21][C:16]=4[O:15][CH:12]4[CH2:13][CH2:14][NH:9][CH2:10][CH:11]4[C:39]([F:41])([F:40])[F:42])=[O:23])[CH2:38][C:27]3=2)[C:32]=1[CH3:35]. Given the reactants Cl.C(OC([N:9]1[CH2:14][CH2:13][CH:12]([O:15][C:16]2[CH:21]=[CH:20][CH:19]=[CH:18][C:17]=2[C:22]([N:24]2[CH2:38][C:27]3=[C:28]4[N:33]([N:34]=[C:26]3[CH2:25]2)[C:32]([CH3:35])=[C:31]([Cl:36])[C:30]([CH3:37])=[N:29]4)=[O:23])[CH:11]([C:39]([F:42])([F:41])[F:40])[CH2:10]1)=O)(C)(C)C, predict the reaction product. (3) Given the reactants Cl[C:2](Cl)([O:4]C(=O)OC(Cl)(Cl)Cl)Cl.[CH3:13][O:14][C:15]([C@H:17]1[CH2:22][CH2:21][C@H:20]([CH2:23][NH:24][C:25]2[CH:30]=[C:29]([O:31][CH3:32])[C:28]([F:33])=[CH:27][C:26]=2[NH2:34])[CH2:19][CH2:18]1)=[O:16].O, predict the reaction product. The product is: [CH3:13][O:14][C:15]([C@H:17]1[CH2:22][CH2:21][C@H:20]([CH2:23][N:24]2[C:25]3[CH:30]=[C:29]([O:31][CH3:32])[C:28]([F:33])=[CH:27][C:26]=3[NH:34][C:2]2=[O:4])[CH2:19][CH2:18]1)=[O:16]. (4) Given the reactants [C-:1]#[N:2].[K+].[C:4]([C:6](=[CH:12][CH:13]([CH3:15])[CH3:14])C(OCC)=O)#[N:5], predict the reaction product. The product is: [CH:13]([CH:12]([CH2:6][C:4]#[N:5])[C:1]#[N:2])([CH3:14])[CH3:15]. (5) Given the reactants [CH:1]([NH:5][CH:6]1[CH:11]([N+:12]([O-])=O)[C:10]([C:15]2[CH:20]=[CH:19][C:18]([O:21][CH:22]([F:24])[F:23])=[CH:17][C:16]=2[Cl:25])=[CH:9][CH:8]=[N:7]1)([CH2:3][CH3:4])[CH3:2].[C:26](OC)(=[O:30])[C:27]([CH3:29])=O, predict the reaction product. The product is: [CH:1]([N:5]1[C:26](=[O:30])[C:27]([CH3:29])=[N:12][C:11]2[C:10]([C:15]3[CH:20]=[CH:19][C:18]([O:21][CH:22]([F:24])[F:23])=[CH:17][C:16]=3[Cl:25])=[CH:9][CH:8]=[N:7][C:6]1=2)([CH2:3][CH3:4])[CH3:2]. (6) Given the reactants O1C2C=CC=C(C(C)(C)CC(O)(C(F)(F)F)CO)C=2OC1.C(OC(=O)C(=O)CC(C1CC2C=CC=CC=2O1)(C)C)C.[O:42]1[C:46]2[CH:47]=[CH:48][CH:49]=[CH:50][C:45]=2[CH2:44][CH:43]1[C:51]([CH3:62])([CH3:61])[CH2:52][C:53]([OH:60])([C:56]([F:59])([F:58])[F:57])[CH2:54][OH:55], predict the reaction product. The product is: [O:42]1[C:46]2[CH:47]=[CH:48][CH:49]=[CH:50][C:45]=2[CH2:44][CH:43]1[C:51]([CH3:62])([CH3:61])[CH2:52][C:53]([OH:60])([C:56]([F:58])([F:59])[F:57])[CH:54]=[O:55]. (7) The product is: [NH:30]1[CH:34]=[CH:33][N:32]=[C:31]1[CH2:35][N:13]1[CH2:12][CH2:11][N:10]([C:14]2[CH:23]=[CH:22][C:21]([O:24][CH3:25])=[C:20]3[C:15]=2[CH:16]=[CH:17][C:18]([C:26]([F:29])([F:27])[F:28])=[N:19]3)[CH2:9][C@@H:8]1[CH2:1][C:2]1[CH:7]=[CH:6][CH:5]=[CH:4][CH:3]=1. Given the reactants [CH2:1]([C@@H:8]1[NH:13][CH2:12][CH2:11][N:10]([C:14]2[CH:23]=[CH:22][C:21]([O:24][CH3:25])=[C:20]3[C:15]=2[CH:16]=[CH:17][C:18]([C:26]([F:29])([F:28])[F:27])=[N:19]3)[CH2:9]1)[C:2]1[CH:7]=[CH:6][CH:5]=[CH:4][CH:3]=1.[NH:30]1[CH:34]=[CH:33][N:32]=[C:31]1[CH:35]=O, predict the reaction product.